This data is from Forward reaction prediction with 1.9M reactions from USPTO patents (1976-2016). The task is: Predict the product of the given reaction. Given the reactants [CH3:1][O:2][C:3]1[CH:8]=[CH:7][C:6]([C:9]2[N:13]([C:14]3[CH:19]=[CH:18][CH:17]=[CH:16][CH:15]=3)[N:12]=[C:11]([CH2:20][CH2:21][CH:22]=O)[CH:10]=2)=[CH:5][CH:4]=1.[Cl:24][C:25]1[CH:30]=[CH:29][C:28]([N:31]2[CH2:36][CH2:35][NH:34][CH2:33][CH2:32]2)=[CH:27][CH:26]=1.CCN(C(C)C)C(C)C.[BH-](OC(C)=O)(OC(C)=O)OC(C)=O.[Na+], predict the reaction product. The product is: [Cl:24][C:25]1[CH:26]=[CH:27][C:28]([N:31]2[CH2:36][CH2:35][N:34]([CH2:22][CH2:21][CH2:20][C:11]3[CH:10]=[C:9]([C:6]4[CH:7]=[CH:8][C:3]([O:2][CH3:1])=[CH:4][CH:5]=4)[N:13]([C:14]4[CH:15]=[CH:16][CH:17]=[CH:18][CH:19]=4)[N:12]=3)[CH2:33][CH2:32]2)=[CH:29][CH:30]=1.